Task: Predict the reaction yield, written as a fraction of the theoretical maximum amount of product (1.0 means a 100% yield; for example, 0.34 means a 34% yield).. Dataset: Reaction yield outcomes from USPTO patents with 853,638 reactions The reactants are [O:1]=[C:2]1[CH2:7][NH:6][CH2:5][CH2:4][N:3]1[C:8]1[CH:13]=[CH:12][C:11]([S:14]([NH:17][C:18]2[S:19][CH:20]=[CH:21][N:22]=2)(=[O:16])=[O:15])=[CH:10][CH:9]=1.[Cl:23][C:24]1[CH:25]=[C:26]2[C:31](=[CH:32][CH:33]=1)[N:30]([C@H:34]([CH2:38][CH:39]([CH3:41])[CH3:40])[C:35](O)=[O:36])[CH2:29][CH2:28][CH2:27]2.CN(C(ON1N=NC2C=CC=NC1=2)=[N+](C)C)C.F[P-](F)(F)(F)(F)F.C(=O)(O)[O-].[Na+]. The catalyst is CN(C=O)C. The product is [Cl:23][C:24]1[CH:25]=[C:26]2[C:31](=[CH:32][CH:33]=1)[N:30]([C@H:34]([CH2:38][CH:39]([CH3:41])[CH3:40])[C:35]([N:6]1[CH2:5][CH2:4][N:3]([C:8]3[CH:9]=[CH:10][C:11]([S:14]([NH:17][C:18]4[S:19][CH:20]=[CH:21][N:22]=4)(=[O:16])=[O:15])=[CH:12][CH:13]=3)[C:2](=[O:1])[CH2:7]1)=[O:36])[CH2:29][CH2:28][CH2:27]2. The yield is 0.320.